From a dataset of Forward reaction prediction with 1.9M reactions from USPTO patents (1976-2016). Predict the product of the given reaction. Given the reactants [OH:1][C:2]1[CH:3]=[C:4]([O:16][C:17]2[CH:22]=[CH:21][C:20]([S:23]([CH3:26])(=[O:25])=[O:24])=[CH:19][CH:18]=2)[CH:5]=[C:6]2[C:10]=1[NH:9][C:8]([C:11]([O:13][CH2:14][CH3:15])=[O:12])=[CH:7]2.[C:27]([Si:31]([C:43]([CH3:46])([CH3:45])[CH3:44])([C:37]1[CH:42]=[CH:41][CH:40]=[CH:39][CH:38]=1)[O:32][CH2:33][CH:34](O)[CH3:35])([CH3:30])([CH3:29])[CH3:28].N(C(N1CCCCC1)=O)=NC(N1CCCCC1)=O.C(P(CCCC)CCCC)CCC, predict the reaction product. The product is: [C:43]([Si:31]([C:27]([CH3:28])([CH3:30])[CH3:29])([C:37]1[CH:38]=[CH:39][CH:40]=[CH:41][CH:42]=1)[O:32][CH2:33][CH:34]([CH3:35])[O:1][C:2]1[CH:3]=[C:4]([O:16][C:17]2[CH:22]=[CH:21][C:20]([S:23]([CH3:26])(=[O:25])=[O:24])=[CH:19][CH:18]=2)[CH:5]=[C:6]2[C:10]=1[NH:9][C:8]([C:11]([O:13][CH2:14][CH3:15])=[O:12])=[CH:7]2)([CH3:44])([CH3:45])[CH3:46].